Predict the reactants needed to synthesize the given product. From a dataset of Full USPTO retrosynthesis dataset with 1.9M reactions from patents (1976-2016). Given the product [CH3:1][CH2:2][C@@H:3]([C:5]([O:7][C@@H:8]1[C@@H:13]2[C@@H:14]([CH2:19][CH2:20][C@@H:21]([OH:29])[CH2:22][C@@H:23]([OH:28])[CH2:24][C:25]([OH:27])=[O:26])[C@@H:15]([CH3:18])[CH:16]=[CH:17][C:12]2=[CH:11][C@@H:10]([OH:30])[CH2:9]1)=[O:6])[CH3:4].[Zn:33], predict the reactants needed to synthesize it. The reactants are: [CH3:1][CH2:2][C@@H:3]([C:5]([O:7][C@@H:8]1[C@@H:13]2[C@@H:14]([CH2:19][CH2:20][C@@H:21]([OH:29])[CH2:22][C@@H:23]([OH:28])[CH2:24][C:25]([O-:27])=[O:26])[C@@H:15]([CH3:18])[CH:16]=[CH:17][C:12]2=[CH:11][C@@H:10]([OH:30])[CH2:9]1)=[O:6])[CH3:4].[Na+].[Cl-].[Zn+2:33].[Cl-].